Dataset: Reaction yield outcomes from USPTO patents with 853,638 reactions. Task: Predict the reaction yield, written as a fraction of the theoretical maximum amount of product (1.0 means a 100% yield; for example, 0.34 means a 34% yield). (1) The reactants are C([O:4][C:5]1[CH:14]=[C:13]2[C:8]([C:9](=O)[NH:10][CH:11]=[N:12]2)=[CH:7][C:6]=1[O:16][CH3:17])(=O)C.S(Cl)([Cl:20])=O. The catalyst is CN(C)C=O. The product is [Cl:20][C:9]1[C:8]2[C:13](=[CH:14][C:5]([OH:4])=[C:6]([O:16][CH3:17])[CH:7]=2)[N:12]=[CH:11][N:10]=1. The yield is 0.750. (2) The reactants are [CH2:1]([C:5]1[CH:6]=[C:7]([O:12][C:13]2[C:14]([F:22])=[C:15]([CH2:20][NH2:21])[CH:16]=[CH:17][C:18]=2[Cl:19])[CH:8]=[C:9]([Cl:11])[CH:10]=1)[CH2:2][CH2:3][CH3:4].[Cl:23][C:24]1[N:25]=[CH:26][N:27]([CH2:32][O:33][CH2:34][CH2:35][Si:36]([CH3:39])([CH3:38])[CH3:37])[C:28]=1[C:29](O)=[O:30].CN(C(ON1N=NC2C=CC=NC1=2)=[N+](C)C)C.F[P-](F)(F)(F)(F)F.C(N(C(C)C)CC)(C)C. The catalyst is CN(C=O)C.CCOC(C)=O. The product is [CH2:1]([C:5]1[CH:6]=[C:7]([O:12][C:13]2[C:14]([F:22])=[C:15]([CH2:20][NH:21][C:29]([C:28]3[N:27]([CH2:32][O:33][CH2:34][CH2:35][Si:36]([CH3:38])([CH3:37])[CH3:39])[CH:26]=[N:25][C:24]=3[Cl:23])=[O:30])[CH:16]=[CH:17][C:18]=2[Cl:19])[CH:8]=[C:9]([Cl:11])[CH:10]=1)[CH2:2][CH2:3][CH3:4]. The yield is 0.820. (3) The reactants are BrC1C=CC([C:8]2[S:12][C:11]([NH:13][C:14](=[O:16])[CH3:15])=[N:10][CH:9]=2)=CC=1.ClCCl.[CH3:35][C:30]1([CH3:36])[C:31]([CH3:34])([CH3:33])[O:32][B:28]([B:28]2[O:32][C:31]([CH3:34])([CH3:33])[C:30]([CH3:36])([CH3:35])[O:29]2)[O:29]1.[C:38]([O-])(=O)[CH3:39].[K+]. The catalyst is O1CCOCC1.C1C=CC(P(C2C=CC=CC=2)[C-]2C=CC=C2)=CC=1.C1C=CC(P(C2C=CC=CC=2)[C-]2C=CC=C2)=CC=1.Cl[Pd]Cl.[Fe+2]. The product is [CH3:34][C:31]1([CH3:33])[C:30]([CH3:35])([CH3:36])[O:29][B:28]([C:39]2[CH:38]=[CH:33][C:31]([C:9]3[N:10]=[C:11]([NH:13][C:14](=[O:16])[CH3:15])[S:12][CH:8]=3)=[CH:30][CH:35]=2)[O:32]1. The yield is 0.680. (4) The reactants are [F:1][C:2]1[CH:3]=[CH:4][C:5]([NH:11][C:12](=[O:17])[C:13]([F:16])([F:15])[F:14])=[C:6]([CH:10]=1)[C:7]([OH:9])=[O:8].[N+:18]([O-])([OH:20])=[O:19]. No catalyst specified. The product is [F:1][C:2]1[CH:3]=[C:4]([N+:18]([O-:20])=[O:19])[C:5]([NH:11][C:12](=[O:17])[C:13]([F:15])([F:16])[F:14])=[C:6]([CH:10]=1)[C:7]([OH:9])=[O:8]. The yield is 0.800. (5) The reactants are [CH2:1]([O:3][C:4](=[O:29])[CH2:5][CH2:6][CH2:7][O:8][C:9]1[CH:14]=[CH:13][CH:12]=[C:11]([CH2:15][CH2:16][CH2:17][CH2:18][CH2:19][CH2:20]Br)[C:10]=1[CH2:22][CH2:23][C:24]([O:26][CH2:27][CH3:28])=[O:25])[CH3:2].[I:30][C:31]1[CH:32]=[C:33]([OH:41])[CH:34]=[C:35]([S:37]([CH3:40])(=[O:39])=[O:38])[CH:36]=1.C(=O)([O-])[O-].[K+].[K+]. The catalyst is CN(C)C=O.CC(C)=O.CCOC(C)=O. The product is [CH2:1]([O:3][C:4](=[O:29])[CH2:5][CH2:6][CH2:7][O:8][C:9]1[CH:14]=[CH:13][CH:12]=[C:11]([CH2:15][CH2:16][CH2:17][CH2:18][CH2:19][CH2:20][O:41][C:33]2[CH:34]=[C:35]([S:37]([CH3:40])(=[O:39])=[O:38])[CH:36]=[C:31]([I:30])[CH:32]=2)[C:10]=1[CH2:22][CH2:23][C:24]([O:26][CH2:27][CH3:28])=[O:25])[CH3:2]. The yield is 0.970. (6) The reactants are [OH:1][C:2]1[C:3]([CH3:12])=[C:4]([CH:9]=[CH:10][CH:11]=1)[C:5]([O:7][CH3:8])=[O:6].[CH3:13][Si]([N-][Si](C)(C)C)(C)C.[K+].CI. The catalyst is CN(C=O)C.C1(C)C=CC=CC=1.CCOC(C)=O. The product is [CH3:13][O:1][C:2]1[C:3]([CH3:12])=[C:4]([CH:9]=[CH:10][CH:11]=1)[C:5]([O:7][CH3:8])=[O:6]. The yield is 0.938.